From a dataset of Reaction yield outcomes from USPTO patents with 853,638 reactions. Predict the reaction yield, written as a fraction of the theoretical maximum amount of product (1.0 means a 100% yield; for example, 0.34 means a 34% yield). (1) The reactants are [C:1]([O:4][CH2:5][C:6]1[O:10][N:9]=[C:8]([CH3:11])[CH:7]=1)(=[O:3])[CH3:2].CC(O)=O.[Br:16]N1C(=O)CCC1=O.OS(O)(=O)=O.C([O-])(O)=O.[Na+]. No catalyst specified. The product is [C:1]([O:4][CH2:5][C:6]1[O:10][N:9]=[C:8]([CH3:11])[C:7]=1[Br:16])(=[O:3])[CH3:2]. The yield is 0.880. (2) The reactants are [C:1]([C:5]1[CH:10]=[CH:9][C:8]([S:11](Cl)(=[O:13])=[O:12])=[CH:7][C:6]=1[F:15])([CH3:4])([CH3:3])[CH3:2].[CH3:16][C:17]1[CH:21]=[C:20]([NH2:22])[N:19]([C:23]2[CH:32]=[CH:31][CH:30]=[C:29]3[C:24]=2[CH:25]=[CH:26][CH:27]=[N:28]3)[N:18]=1.[OH-].[Li+].[OH-].[Na+].Cl. The catalyst is CN(C1C=CN=CC=1)C.N1C=CC=CC=1. The product is [C:1]([C:5]1[CH:10]=[CH:9][C:8]([S:11]([NH:22][C:20]2[N:19]([C:23]3[CH:32]=[CH:31][CH:30]=[C:29]4[C:24]=3[CH:25]=[CH:26][CH:27]=[N:28]4)[N:18]=[C:17]([CH3:16])[CH:21]=2)(=[O:13])=[O:12])=[CH:7][C:6]=1[F:15])([CH3:4])([CH3:3])[CH3:2]. The yield is 0.0600. (3) The product is [Br:9][C:10]1[CH:11]=[C:12]2[C:17](=[CH:18][CH:19]=1)[CH2:16][N:15]([CH3:20])[CH2:14][CH2:13]2. The reactants are FC(F)(F)S([O-])(=O)=O.[Br:9][C:10]1[CH:11]=[C:12]2[C:17](=[CH:18][CH:19]=1)[CH:16]=[N+:15]([CH3:20])[CH:14]=[CH:13]2.CC1C(Br)=C(O)C(Br)=CC=1C1(C2C=C(Br)C(O)=C(Br)C=2C)OS(=O)(=O)C2C=CC=CC1=2.[BH4-].[Na+].Cl.[OH-].[Na+]. The yield is 0.990. The catalyst is CO.C(O)(=O)C.O. (4) The reactants are [Br:1][C:2]1[CH:7]=[CH:6][N:5]=[C:4]([C:8]([OH:10])=O)[CH:3]=1.[O:11]1[CH:15]=[N:14][N:13]=[C:12]1[C:16]1[CH:17]=[C:18]([NH2:22])[CH:19]=[CH:20][CH:21]=1.F[P-](F)(F)(F)(F)F.N1(OC(N(C)C)=[N+](C)C)C2N=CC=CC=2N=N1.C(N(C(C)C)CC)(C)C. The catalyst is CN(C)C=O. The product is [O:11]1[CH:15]=[N:14][N:13]=[C:12]1[C:16]1[CH:17]=[C:18]([NH:22][C:8](=[O:10])[C:4]2[CH:3]=[C:2]([Br:1])[CH:7]=[CH:6][N:5]=2)[CH:19]=[CH:20][CH:21]=1. The yield is 0.810. (5) The reactants are [CH2:1]([C:12]1[N:16]=[C:15]([C:17]2[CH:24]=[CH:23][C:20]([CH:21]=O)=[CH:19][CH:18]=2)[O:14][N:13]=1)[CH2:2][CH2:3][CH2:4][CH2:5][CH2:6][CH2:7][CH2:8][CH2:9][CH2:10][CH3:11].[F:25][C:26]([F:35])([F:34])[C:27]1[CH:33]=[CH:32][C:30]([NH2:31])=[CH:29][CH:28]=1. No catalyst specified. The product is [F:25][C:26]([F:34])([F:35])[C:27]1[CH:28]=[CH:29][C:30]([NH:31][CH2:21][C:20]2[CH:23]=[CH:24][C:17]([C:15]3[O:14][N:13]=[C:12]([CH2:1][CH2:2][CH2:3][CH2:4][CH2:5][CH2:6][CH2:7][CH2:8][CH2:9][CH2:10][CH3:11])[N:16]=3)=[CH:18][CH:19]=2)=[CH:32][CH:33]=1. The yield is 0.760. (6) The reactants are S(Cl)([Cl:4])(=O)=O.[C:6]([C:8]1[CH:28]=[CH:27][C:11]([O:12][CH:13]2[CH2:18][CH2:17][CH:16]([NH:19]C(=O)OC(C)(C)C)[CH2:15][CH2:14]2)=[CH:10][C:9]=1[F:29])#[N:7]. The catalyst is C(O)(=O)C. The product is [NH2:19][C@H:16]1[CH2:17][CH2:18][C@H:13]([O:12][C:11]2[C:27]([Cl:4])=[CH:28][C:8]([C:6]#[N:7])=[C:9]([F:29])[CH:10]=2)[CH2:14][CH2:15]1. The yield is 0.590. (7) The reactants are Cl.[NH2:2][CH2:3][CH2:4][CH2:5][N:6]1[C:25]([C:26]([O:28]CC)=O)=[C:9]2[CH2:10][CH2:11][C:12]3[CH:13]=[N:14][C:15]([NH:18][C:19]4[CH:24]=[CH:23][CH:22]=[CH:21][CH:20]=4)=[N:16][C:17]=3[C:8]2=[N:7]1.C(=O)([O-])[O-].[Cs+].[Cs+]. The catalyst is CO. The product is [NH:18]([C:15]1[N:14]=[CH:13][C:12]2[CH2:11][CH2:10][C:9]3=[C:25]4[C:26](=[O:28])[NH:2][CH2:3][CH2:4][CH2:5][N:6]4[N:7]=[C:8]3[C:17]=2[N:16]=1)[C:19]1[CH:24]=[CH:23][CH:22]=[CH:21][CH:20]=1. The yield is 0.700.